Dataset: Reaction yield outcomes from USPTO patents with 853,638 reactions. Task: Predict the reaction yield, written as a fraction of the theoretical maximum amount of product (1.0 means a 100% yield; for example, 0.34 means a 34% yield). The reactants are C([O-])([O-])=O.[K+].[K+].I[CH2:8][CH2:9][N:10]1[C:18]2[C:13](=[N:14][C:15]([O:21][CH3:22])=[C:16]([O:19][CH3:20])[CH:17]=2)[C:12]([C:23]2[N:31]([S:32]([C:35]3[CH:40]=[CH:39][C:38]([CH3:41])=[CH:37][CH:36]=3)(=[O:34])=[O:33])[C:26]3=[N:27][CH:28]=[CH:29][CH:30]=[C:25]3[CH:24]=2)=[CH:11]1.[CH3:42][N:43]1[CH2:48][CH2:47][NH:46][CH2:45][CH2:44]1.Cl. The catalyst is CC#N. The product is [CH3:22][O:21][C:15]1[N:14]=[C:13]2[C:12]([C:23]3[N:31]([S:32]([C:35]4[CH:36]=[CH:37][C:38]([CH3:41])=[CH:39][CH:40]=4)(=[O:33])=[O:34])[C:26]4=[N:27][CH:28]=[CH:29][CH:30]=[C:25]4[CH:24]=3)=[CH:11][N:10]([CH2:9][CH2:8][N:46]3[CH2:47][CH2:48][N:43]([CH3:42])[CH2:44][CH2:45]3)[C:18]2=[CH:17][C:16]=1[O:19][CH3:20]. The yield is 0.202.